Dataset: Full USPTO retrosynthesis dataset with 1.9M reactions from patents (1976-2016). Task: Predict the reactants needed to synthesize the given product. (1) Given the product [CH3:21][N:20]([CH3:22])[CH2:19][C:18]([N:48]1[CH2:49][CH2:50][CH2:51][C@H:46]([N:27]2[C:26](=[O:25])[NH:34][C:33]3[C:28]2=[N:29][C:30]([C:35]2[CH:36]=[N:37][N:38]4[CH:43]=[CH:42][C:41]([C:44]#[N:45])=[CH:40][C:39]=24)=[N:31][CH:32]=3)[CH2:47]1)=[O:10], predict the reactants needed to synthesize it. The reactants are: C1C=CC2N([OH:10])N=NC=2C=1.O.CCN=C=NC[CH2:18][CH2:19][N:20]([CH3:22])[CH3:21].Cl.Cl.[O:25]=[C:26]1[NH:34][C:33]2[C:28](=[N:29][C:30]([C:35]3[CH:36]=[N:37][N:38]4[CH:43]=[CH:42][C:41]([C:44]#[N:45])=[CH:40][C:39]=34)=[N:31][CH:32]=2)[N:27]1[C@H:46]1[CH2:51][CH2:50][CH2:49][NH:48][CH2:47]1. (2) Given the product [I:1][C:2]1[CH:7]=[CH:6][C:5]([N:8]=[C:9]2[S:13][CH2:12][C:11]3([CH2:17][CH2:16][CH2:15][CH2:14]3)[N:10]2[CH:21]2[CH2:25][CH2:24][CH2:23][CH2:22]2)=[C:4]([CH:18]([CH3:20])[CH3:19])[CH:3]=1, predict the reactants needed to synthesize it. The reactants are: [I:1][C:2]1[CH:7]=[CH:6][C:5]([N:8]=[C:9]2[S:13][CH2:12][C:11]3([CH2:17][CH2:16][CH2:15][CH2:14]3)[NH:10]2)=[C:4]([CH:18]([CH3:20])[CH3:19])[CH:3]=1.[CH:21]1(Br)[CH2:25][CH2:24][CH2:23][CH2:22]1. (3) Given the product [F:1][C:2]1[CH:3]=[C:4]2[C:10]([C:47]3[N:48]=[C:49]([NH2:57])[C:50]([N+:54]([O-:56])=[O:55])=[C:51]([NH2:53])[N:52]=3)=[N:9][N:8]([CH2:12][C:13]3[CH:18]=[CH:17][CH:16]=[CH:15][C:14]=3[F:19])[C:5]2=[N:6][CH:7]=1, predict the reactants needed to synthesize it. The reactants are: [F:1][C:2]1[CH:3]=[C:4]2[C:10](I)=[N:9][N:8]([CH2:12][C:13]3[CH:18]=[CH:17][CH:16]=[CH:15][C:14]=3[F:19])[C:5]2=[N:6][CH:7]=1.CCCC[Sn](CCCC)CCCC.CCCC[Sn](CCCC)CCCC.Cl[C:47]1[N:52]=[C:51]([NH2:53])[C:50]([N+:54]([O-:56])=[O:55])=[C:49]([NH2:57])[N:48]=1.O. (4) Given the product [CH2:1]([O:3][C:4]([C:6]1[C:15](=[O:16])[C:14]2[C:9](=[C:10]([CH2:19][OH:20])[C:11]([F:18])=[C:12]([F:17])[CH:13]=2)[N:8]([CH:21]2[CH2:22][CH2:23]2)[CH:7]=1)=[O:5])[CH3:2], predict the reactants needed to synthesize it. The reactants are: [CH2:1]([O:3][C:4]([C:6]1[C:15](=[O:16])[C:14]2[C:9](=[C:10]([CH:19]=[O:20])[C:11]([F:18])=[C:12]([F:17])[CH:13]=2)[N:8]([CH:21]2[CH2:23][CH2:22]2)[CH:7]=1)=[O:5])[CH3:2].C(O[BH-](OC(=O)C)OC(=O)C)(=O)C.[Na+]. (5) Given the product [OH:14][B:9]1[C:8]2[CH:15]=[C:4]([CH:2]([NH:1][C:31](=[O:32])[O:30][C:27]([CH3:29])([CH3:28])[CH3:26])[CH3:3])[CH:5]=[CH:6][C:7]=2[C:11]([CH3:12])([CH3:13])[O:10]1, predict the reactants needed to synthesize it. The reactants are: [NH2:1][CH:2]([C:4]1[CH:5]=[CH:6][C:7]2[C:11]([CH3:13])([CH3:12])[O:10][B:9]([OH:14])[C:8]=2[CH:15]=1)[CH3:3].C(Cl)Cl.CCN(CC)CC.[CH3:26][C:27]([O:30][C:31](O[C:31]([O:30][C:27]([CH3:29])([CH3:28])[CH3:26])=[O:32])=[O:32])([CH3:29])[CH3:28]. (6) Given the product [F:12][C:9]([F:10])([F:11])[C:7]1[CH:6]=[C:5]([C@H:13]([O:15][C@@H:16]2[C@@H:21]([C:22]3[CH:23]=[CH:24][C:25]([F:28])=[CH:26][CH:27]=3)[C@H:20]([CH2:29][N:30]3[CH2:35][CH2:34][N:33]([CH:42]4[CH2:43][CH2:44][O:39][CH2:40][CH2:41]4)[CH2:32][C:31]3=[O:36])[CH2:19][CH2:18][O:17]2)[CH3:14])[CH:4]=[C:3]([C:2]([F:1])([F:37])[F:38])[CH:8]=1, predict the reactants needed to synthesize it. The reactants are: [F:1][C:2]([F:38])([F:37])[C:3]1[CH:4]=[C:5]([C@H:13]([O:15][C@@H:16]2[C@@H:21]([C:22]3[CH:27]=[CH:26][C:25]([F:28])=[CH:24][CH:23]=3)[C@H:20]([CH2:29][N:30]3[CH2:35][CH2:34][NH:33][CH2:32][C:31]3=[O:36])[CH2:19][CH2:18][O:17]2)[CH3:14])[CH:6]=[C:7]([C:9]([F:12])([F:11])[F:10])[CH:8]=1.[O:39]1[CH2:44][CH2:43][C:42](=O)[CH2:41][CH2:40]1. (7) Given the product [CH3:25][O:26][C:27]1[C:28]([C:29]2[O:1][N:2]=[C:3]([C:5]3[CH:13]=[CH:12][C:11]4[N:10]5[CH2:14][CH2:15][CH:16]([CH2:17][C:18]([OH:20])=[O:19])[C:9]5=[CH:8][C:7]=4[CH:6]=3)[N:4]=2)=[CH:32][CH:33]=[C:34]([O:36][CH3:37])[N:35]=1, predict the reactants needed to synthesize it. The reactants are: [OH:1][N:2]=[C:3]([C:5]1[CH:13]=[CH:12][C:11]2[N:10]3[CH2:14][CH2:15][CH:16]([CH2:17][C:18]([O:20]C(C)(C)C)=[O:19])[C:9]3=[CH:8][C:7]=2[CH:6]=1)[NH2:4].[CH3:25][O:26][C:27]1[N:35]=[C:34]([O:36][CH3:37])[CH:33]=[CH:32][C:28]=1[C:29](O)=O. (8) The reactants are: C1CN([P+](ON2N=NC3C=CC=CC2=3)(N2CCCC2)N2CCCC2)CC1.F[P-](F)(F)(F)(F)F.C(N(CC)C(C)C)(C)C.[Cl:43][C:44]1[CH:45]=[CH:46][C:47]2[N:53]3[C:54]([CH:57]([CH3:59])[CH3:58])=[N:55][N:56]=[C:52]3[CH:51]([CH2:60][C:61](O)=[O:62])[O:50][CH:49]([C:64]3[CH:69]=[CH:68][CH:67]=[C:66]([O:70][CH3:71])[C:65]=3[O:72][CH3:73])[C:48]=2[CH:74]=1.[S:75]1[CH2:79][CH2:78][NH:77][CH2:76]1. Given the product [Cl:43][C:44]1[CH:45]=[CH:46][C:47]2[N:53]3[C:54]([CH:57]([CH3:58])[CH3:59])=[N:55][N:56]=[C:52]3[CH:51]([CH2:60][C:61](=[O:62])[N:77]3[CH2:78][CH2:79][S:75][CH2:76]3)[O:50][CH:49]([C:64]3[CH:69]=[CH:68][CH:67]=[C:66]([O:70][CH3:71])[C:65]=3[O:72][CH3:73])[C:48]=2[CH:74]=1, predict the reactants needed to synthesize it. (9) The reactants are: [Cl:1][C:2]1[N:10]=[C:9]2[C:5]([N:6]=[CH:7][N:8]2[CH:11]([CH3:14])[CH2:12][CH3:13])=[C:4]([NH:15][CH2:16][C:17]2[CH:22]=[CH:21][CH:20]=[C:19]([I:23])[CH:18]=2)[N:3]=1.[NH2:24][C@H:25]1[CH2:30][CH2:29][C@H:28]([NH2:31])[CH2:27][CH2:26]1. Given the product [ClH:1].[ClH:1].[NH2:24][CH:25]1[CH2:30][CH2:29][CH:28]([NH:31][C:2]2[N:10]=[C:9]3[C:5]([N:6]=[CH:7][N:8]3[CH:11]([CH3:14])[CH2:12][CH3:13])=[C:4]([NH:15][CH2:16][C:17]3[CH:22]=[CH:21][CH:20]=[C:19]([I:23])[CH:18]=3)[N:3]=2)[CH2:27][CH2:26]1, predict the reactants needed to synthesize it.